Dataset: Reaction yield outcomes from USPTO patents with 853,638 reactions. Task: Predict the reaction yield, written as a fraction of the theoretical maximum amount of product (1.0 means a 100% yield; for example, 0.34 means a 34% yield). (1) The reactants are [CH3:1][C:2]1[CH:7]=[CH:6][CH:5]=[C:4]([CH3:8])[C:3]=1[N:9]=[C:10]=[O:11].[NH2:12][C:13]1[CH:18]=[C:17]([Cl:19])[CH:16]=[CH:15][C:14]=1[C:20]([NH:22][C@@H:23]([CH:28]1[CH2:33][CH2:32][CH2:31][CH2:30][CH2:29]1)[C:24]([O:26][CH3:27])=[O:25])=[O:21].CCCCCC.C(OCC)(=O)C. The catalyst is N1C=CC=CC=1. The product is [Cl:19][C:17]1[CH:16]=[CH:15][C:14]([C:20]([NH:22][C@@H:23]([CH:28]2[CH2:33][CH2:32][CH2:31][CH2:30][CH2:29]2)[C:24]([O:26][CH3:27])=[O:25])=[O:21])=[C:13]([NH:12][C:10]([NH:9][C:3]2[C:2]([CH3:1])=[CH:7][CH:6]=[CH:5][C:4]=2[CH3:8])=[O:11])[CH:18]=1. The yield is 0.840. (2) The reactants are F[C:2]1[C:3]([N+:15]([O-:17])=[O:16])=[C:4]([C:9]2[N:14]=[CH:13][CH:12]=[CH:11][N:10]=2)[CH:5]=[C:6]([F:8])[CH:7]=1.C([NH2:22])(C)(C)C.O. The catalyst is O1CCOCC1. The product is [F:8][C:6]1[CH:5]=[C:4]([C:9]2[N:14]=[CH:13][CH:12]=[CH:11][N:10]=2)[C:3]([N+:15]([O-:17])=[O:16])=[C:2]([NH2:22])[CH:7]=1. The yield is 0.900. (3) The reactants are [Cl:1][C:2]1[CH:11]=[CH:10][C:5]([C:6]([NH:8][NH2:9])=O)=[CH:4][C:3]=1[C:12]([F:15])([F:14])[F:13].I.CS[C:19](=[NH:28])[NH:20][C:21]1[CH:26]=[CH:25][C:24]([OH:27])=[CH:23][CH:22]=1. The catalyst is N1C=CC=CC=1. The product is [Cl:1][C:2]1[CH:11]=[CH:10][C:5]([C:6]2[NH:28][C:19]([NH:20][C:21]3[CH:26]=[CH:25][C:24]([OH:27])=[CH:23][CH:22]=3)=[N:9][N:8]=2)=[CH:4][C:3]=1[C:12]([F:15])([F:14])[F:13]. The yield is 0.455.